Dataset: hERG potassium channel inhibition data for cardiac toxicity prediction from Karim et al.. Task: Regression/Classification. Given a drug SMILES string, predict its toxicity properties. Task type varies by dataset: regression for continuous values (e.g., LD50, hERG inhibition percentage) or binary classification for toxic/non-toxic outcomes (e.g., AMES mutagenicity, cardiotoxicity, hepatotoxicity). Dataset: herg_karim. (1) The molecule is CN1CCN(Cc2ccc3c(c2)Cc2c(-c4csc(C#CCCO)c4)n[nH]c2-3)CC1. The result is 0 (non-blocker). (2) The molecule is CC(C)=CCn1c(N2CCC[C@H](N)C2)c(C#N)c2ncn(Cc3ccnc4ccccc34)c(=O)c21. The result is 1 (blocker). (3) The molecule is CO[C@@H]1OC2(CCN(Cc3ccccc3)CC2)c2cnn(-c3ccccc3)c21. The result is 1 (blocker). (4) The drug is Nc1ccc(-c2ccccc2)cc1NC(=O)c1ccc(C(=O)N2CCC3(CCCN3)CC2)cc1. The result is 0 (non-blocker). (5) The drug is OCCN1CC=CC[C@H](c2ccc(Cl)c(Cl)c2)C1. The result is 0 (non-blocker). (6) The molecule is COc1cc(N2C(=O)N(c3ccc(-c4ccc(C(=O)O)c(C)c4)cc3)C(=O)C23CCN(Cc2ncccc2C)CC3)ncn1. The result is 0 (non-blocker). (7) The drug is COC(=O)N1CC[C@H](N(Cc2cccc(F)c2F)c2ccc(C#N)c(Cl)c2)C1. The result is 1 (blocker). (8) The compound is CC(C)N(C)[C@@H]1CC[C@H](N2CC[C@H](NC(=O)c3cc(F)cc(C(F)(F)F)c3)C2=O)[C@H](CS(=O)(=O)c2ccccc2)C1. The result is 0 (non-blocker). (9) The compound is C[C@@H](CO)Oc1cc(Oc2ccc(C(=O)N3CCC3)cc2)cc(C(=O)Nc2nccs2)c1. The result is 1 (blocker). (10) The drug is Cc1cc(Cl)ccc1OCCCC(=O)NO. The result is 0 (non-blocker).